This data is from NCI-60 drug combinations with 297,098 pairs across 59 cell lines. The task is: Regression. Given two drug SMILES strings and cell line genomic features, predict the synergy score measuring deviation from expected non-interaction effect. (1) Drug 1: CC12CCC(CC1=CCC3C2CCC4(C3CC=C4C5=CN=CC=C5)C)O. Drug 2: CC1CCCC2(C(O2)CC(NC(=O)CC(C(C(=O)C(C1O)C)(C)C)O)C(=CC3=CSC(=N3)C)C)C. Cell line: MOLT-4. Synergy scores: CSS=7.04, Synergy_ZIP=-0.906, Synergy_Bliss=5.41, Synergy_Loewe=4.30, Synergy_HSA=4.43. (2) Synergy scores: CSS=63.8, Synergy_ZIP=-3.43, Synergy_Bliss=-3.96, Synergy_Loewe=-28.8, Synergy_HSA=-2.63. Drug 1: CS(=O)(=O)OCCCCOS(=O)(=O)C. Drug 2: C1CN(P(=O)(OC1)NCCCl)CCCl. Cell line: CCRF-CEM. (3) Drug 1: CC1=C(C(=CC=C1)Cl)NC(=O)C2=CN=C(S2)NC3=CC(=NC(=N3)C)N4CCN(CC4)CCO. Drug 2: CC1=C(N=C(N=C1N)C(CC(=O)N)NCC(C(=O)N)N)C(=O)NC(C(C2=CN=CN2)OC3C(C(C(C(O3)CO)O)O)OC4C(C(C(C(O4)CO)O)OC(=O)N)O)C(=O)NC(C)C(C(C)C(=O)NC(C(C)O)C(=O)NCCC5=NC(=CS5)C6=NC(=CS6)C(=O)NCCC[S+](C)C)O. Cell line: SK-OV-3. Synergy scores: CSS=35.9, Synergy_ZIP=-1.64, Synergy_Bliss=-0.782, Synergy_Loewe=3.20, Synergy_HSA=3.79. (4) Drug 1: C1=CC(=C2C(=C1NCCNCCO)C(=O)C3=C(C=CC(=C3C2=O)O)O)NCCNCCO. Drug 2: CC1OCC2C(O1)C(C(C(O2)OC3C4COC(=O)C4C(C5=CC6=C(C=C35)OCO6)C7=CC(=C(C(=C7)OC)O)OC)O)O. Cell line: CCRF-CEM. Synergy scores: CSS=75.8, Synergy_ZIP=0.582, Synergy_Bliss=0.259, Synergy_Loewe=0.829, Synergy_HSA=3.97. (5) Drug 1: CC12CCC3C(C1CCC2=O)CC(=C)C4=CC(=O)C=CC34C. Drug 2: C1=NC2=C(N1)C(=S)N=CN2. Cell line: OVCAR-8. Synergy scores: CSS=50.2, Synergy_ZIP=-6.22, Synergy_Bliss=-16.4, Synergy_Loewe=-21.2, Synergy_HSA=-14.6. (6) Drug 1: C1CN1P(=S)(N2CC2)N3CC3. Drug 2: CC1C(C(CC(O1)OC2CC(CC3=C2C(=C4C(=C3O)C(=O)C5=C(C4=O)C(=CC=C5)OC)O)(C(=O)CO)O)N)O.Cl. Cell line: A498. Synergy scores: CSS=34.6, Synergy_ZIP=-0.0665, Synergy_Bliss=1.89, Synergy_Loewe=-8.43, Synergy_HSA=3.54. (7) Synergy scores: CSS=43.6, Synergy_ZIP=0.0234, Synergy_Bliss=1.47, Synergy_Loewe=-13.0, Synergy_HSA=0.821. Drug 1: CC1=C(C(CCC1)(C)C)C=CC(=CC=CC(=CC(=O)O)C)C. Drug 2: C1=NC2=C(N1)C(=S)N=CN2. Cell line: NCI-H522. (8) Drug 1: CS(=O)(=O)CCNCC1=CC=C(O1)C2=CC3=C(C=C2)N=CN=C3NC4=CC(=C(C=C4)OCC5=CC(=CC=C5)F)Cl. Drug 2: CN1C2=C(C=C(C=C2)N(CCCl)CCCl)N=C1CCCC(=O)O.Cl. Cell line: COLO 205. Synergy scores: CSS=1.61, Synergy_ZIP=-2.54, Synergy_Bliss=-3.85, Synergy_Loewe=-5.38, Synergy_HSA=-3.18. (9) Drug 1: CN(C(=O)NC(C=O)C(C(C(CO)O)O)O)N=O. Drug 2: C1C(C(OC1N2C=NC(=NC2=O)N)CO)O. Cell line: SF-295. Synergy scores: CSS=8.91, Synergy_ZIP=-3.18, Synergy_Bliss=-1.13, Synergy_Loewe=-0.0347, Synergy_HSA=0.103.